Dataset: Forward reaction prediction with 1.9M reactions from USPTO patents (1976-2016). Task: Predict the product of the given reaction. (1) Given the reactants [CH3:1][CH:2]([C@H:4]1[CH2:8][NH:7][C:6](=[O:9])[NH:5]1)[CH3:3].Cl[C:11]1[N:16]=[CH:15][C:14]([C:17]([F:20])([F:19])[F:18])=[CH:13][N:12]=1.CC1(C)C2C(=C(P(C3C=CC=CC=3)C3C=CC=CC=3)C=CC=2)OC2C(P(C3C=CC=CC=3)C3C=CC=CC=3)=CC=CC1=2.CC(C)([O-])C.[Na+], predict the reaction product. The product is: [CH3:1][CH:2]([C@H:4]1[CH2:8][N:7]([C:11]2[N:16]=[CH:15][C:14]([C:17]([F:20])([F:19])[F:18])=[CH:13][N:12]=2)[C:6](=[O:9])[NH:5]1)[CH3:3]. (2) Given the reactants [C:1]([O:5][C:6]([NH:8][CH:9]([CH2:15][CH3:16])[CH:10]([OH:14])[C:11]([OH:13])=O)=[O:7])([CH3:4])([CH3:3])[CH3:2].C(Cl)CCl.C1C=CC2N(O)N=NC=2C=1.O[NH:32][C:33](=[NH:40])[C:34]1[CH:39]=[CH:38][CH:37]=[CH:36][CH:35]=1.CN1CCOCC1, predict the reaction product. The product is: [C:1]([O:5][C:6]([NH:8][CH:9]([CH2:15][CH3:16])[C@@H:10]([C:11]1[O:13][N:40]=[C:33]([C:34]2[CH:39]=[CH:38][CH:37]=[CH:36][CH:35]=2)[N:32]=1)[OH:14])=[O:7])([CH3:2])([CH3:3])[CH3:4]. (3) The product is: [Br:1][C:2]1[C:3]([F:12])=[C:4]2[C:10]([NH:11][C:17](=[O:16])[CH2:18][OH:19])=[CH:9][NH:8][C:5]2=[N:6][CH:7]=1. Given the reactants [Br:1][C:2]1[C:3]([F:12])=[C:4]2[C:10]([NH2:11])=[CH:9][NH:8][C:5]2=[N:6][CH:7]=1.[C:18]([O:16][CH2:17][C:18]([OH:16])=[O:19])(=[O:19])[CH3:17].C1N(P(Cl)(N2C(=O)OCC2)=O)C(=O)OC1.C(N(CC)CC)C.[Li+].[OH-], predict the reaction product. (4) Given the reactants C[Si]([C:5]#[N:6])(C)C.[NH2:7][C:8]1[CH:13]=[CH:12][C:11]([CH3:14])=[CH:10][CH:9]=1.[F:15][CH2:16][C:17](=O)[CH3:18], predict the reaction product. The product is: [F:15][CH2:16][C:17]([CH3:18])([NH:7][C:8]1[CH:13]=[CH:12][C:11]([CH3:14])=[CH:10][CH:9]=1)[C:5]#[N:6]. (5) Given the reactants ClC1C=CC=CC=1CCCN1C(=O)C(CN2CCN(C)CC2)=CC(C2C=CC3OCCC=3C=2)=N1.[C:35]([C:38]1[C:39](=[O:63])[N:40]([CH2:53][CH2:54][CH2:55][C:56]2[CH:61]=[CH:60][C:59]([Cl:62])=[CH:58][CH:57]=2)[N:41]=[C:42]([C:44]2[CH:45]=[CH:46][C:47]3[O:51][CH2:50][CH2:49][C:48]=3[CH:52]=2)[CH:43]=1)(O)=[O:36], predict the reaction product. The product is: [Cl:62][C:59]1[CH:60]=[CH:61][C:56]([CH2:55][CH2:54][CH2:53][N:40]2[C:39](=[O:63])[C:38]([CH2:35][OH:36])=[CH:43][C:42]([C:44]3[CH:45]=[CH:46][C:47]4[O:51][CH2:50][CH2:49][C:48]=4[CH:52]=3)=[N:41]2)=[CH:57][CH:58]=1. (6) Given the reactants [C:8](O[C:8](=[O:13])[C:9]([CH3:12])([CH3:11])[CH3:10])(=[O:13])[C:9]([CH3:12])([CH3:11])[CH3:10].C(OC(=O)C)(=O)C.[CH3:21][O:22][NH:23][C:24](=[O:33])[CH2:25][CH2:26][CH2:27][CH2:28][CH2:29][CH2:30][CH2:31][CH3:32], predict the reaction product. The product is: [CH3:21][O:22][N:23]([C:24](=[O:33])[CH2:25][CH2:26][CH2:27][CH2:28][CH2:29][CH2:30][CH2:31][CH3:32])[C:8](=[O:13])[C:9]([CH3:10])([CH3:11])[CH3:12]. (7) The product is: [F:33][C:34]1[CH:39]=[CH:38][C:37]([CH:40]([C:54]2[CH:55]=[CH:56][C:57]([F:60])=[CH:58][CH:59]=2)[S:41]([CH2:42][CH2:43][N:44]2[CH2:45][CH2:46][N:47]([CH2:50][CH:51]([OH:53])[CH3:52])[CH2:48][CH2:49]2)=[O:15])=[CH:36][CH:35]=1. Given the reactants C(S(CCN1CCN(CCCC2C=CC=CC=2)CC1)=[O:15])(C1C=CC=CC=1)C1C=CC=CC=1.[F:33][C:34]1[CH:39]=[CH:38][C:37]([CH:40]([C:54]2[CH:59]=[CH:58][C:57]([F:60])=[CH:56][CH:55]=2)[S:41][CH2:42][CH2:43][N:44]2[CH2:49][CH2:48][N:47]([CH2:50][CH:51]([OH:53])[CH3:52])[CH2:46][CH2:45]2)=[CH:36][CH:35]=1, predict the reaction product. (8) Given the reactants C([O:3][C:4](=O)[CH:5]([CH3:17])[C:6]([C:8]1[CH:13]=[CH:12][C:11]([O:14][CH3:15])=[C:10]([CH3:16])[CH:9]=1)=O)C.[CH3:19][NH:20][NH2:21], predict the reaction product. The product is: [CH3:15][O:14][C:11]1[CH:12]=[CH:13][C:8]([C:6]2[C:5]([CH3:17])=[C:4]([OH:3])[N:20]([CH3:19])[N:21]=2)=[CH:9][C:10]=1[CH3:16]. (9) Given the reactants [Br:1][C:2]1[S:6][C:5]([C:7]2[C:12]([CH3:13])=[CH:11][N:10]=[C:9](SC)[N:8]=2)=[CH:4][CH:3]=1.O[O:17][S:18]([O-:20])=O.[K+].[CH3:22]C(C)=O, predict the reaction product. The product is: [Br:1][C:2]1[S:6][C:5]([C:7]2[C:12]([CH3:13])=[CH:11][N:10]=[C:9]([S:18]([CH3:22])(=[O:20])=[O:17])[N:8]=2)=[CH:4][CH:3]=1.